The task is: Predict the reactants needed to synthesize the given product.. This data is from Full USPTO retrosynthesis dataset with 1.9M reactions from patents (1976-2016). (1) Given the product [CH2:1]([N:3]([CH2:31][C:32]1[CH:33]=[CH:34][C:35]([O:38][CH2:41][CH2:42][N:44]2[CH2:49][CH2:48][CH2:47][CH2:46][CH2:45]2)=[CH:36][CH:37]=1)[C:4]1[CH:9]=[C:8]([O:10][CH3:11])[C:7]([O:12][CH3:13])=[CH:6][C:5]=1[C@@H:14]1[CH2:23][CH2:22][C:21]2[CH:20]=[C:19]([OH:24])[CH:18]=[CH:17][C:16]=2[CH2:15]1)[CH3:2], predict the reactants needed to synthesize it. The reactants are: [CH2:1]([N:3]([C:31](=O)[C:32]1[CH:37]=[CH:36][C:35]([OH:38])=[CH:34][CH:33]=1)[C:4]1[CH:9]=[C:8]([O:10][CH3:11])[C:7]([O:12][CH3:13])=[CH:6][C:5]=1[C@@H:14]1[CH2:23][CH2:22][C:21]2[CH:20]=[C:19]([O:24]C(=O)C(C)(C)C)[CH:18]=[CH:17][C:16]=2[CH2:15]1)[CH3:2].Cl[CH2:41][C:42]([N:44]1[CH2:49][CH2:48][CH2:47][CH2:46][CH2:45]1)=O. (2) Given the product [CH:62]1([C:60]([NH:59][C:54]2[N:55]=[CH:56][C:57]3[C:52]([CH:53]=2)=[CH:51][CH:50]=[C:49]([C:47]2[CH:48]=[C:43]([NH:42][C:13](=[O:15])[C:12]4[CH:11]=[CH:10][C:9]([CH2:8][N:5]5[CH2:4][CH2:3][N:2]([CH3:1])[CH2:7][CH2:6]5)=[CH:17][CH:16]=4)[CH:44]=[CH:45][C:46]=2[CH3:65])[CH:58]=3)=[O:61])[CH2:63][CH2:64]1, predict the reactants needed to synthesize it. The reactants are: [CH3:1][N:2]1[CH2:7][CH2:6][N:5]([CH2:8][C:9]2[CH:17]=[CH:16][C:12]([C:13]([OH:15])=O)=[CH:11][CH:10]=2)[CH2:4][CH2:3]1.F[P-](F)(F)(F)(F)F.N1(OC(N(C)C)=[N+](C)C)C2N=CC=CC=2N=N1.[NH2:42][C:43]1[CH:44]=[CH:45][C:46]([CH3:65])=[C:47]([C:49]2[CH:58]=[C:57]3[C:52]([CH:53]=[C:54]([NH:59][C:60]([CH:62]4[CH2:64][CH2:63]4)=[O:61])[N:55]=[CH:56]3)=[CH:51][CH:50]=2)[CH:48]=1.N1C=CC=CC=1.